Dataset: Catalyst prediction with 721,799 reactions and 888 catalyst types from USPTO. Task: Predict which catalyst facilitates the given reaction. (1) Reactant: [CH2:1]=[O:2].[CH3:3][C:4]1[CH:8]=[C:7]([CH3:9])[NH:6][C:5]=1[CH:10]=[C:11]1[C:19]2[C:14](=[CH:15][CH:16]=[CH:17][CH:18]=2)[NH:13][C:12]1=[O:20].C(N(CC)CC)C. Product: [CH3:3][C:4]1[CH:8]=[C:7]([CH3:9])[NH:6][C:5]=1/[CH:10]=[C:11]1\[C:12](=[O:20])[N:13]([CH2:1][OH:2])[C:14]2[C:19]\1=[CH:18][CH:17]=[CH:16][CH:15]=2. The catalyst class is: 35. (2) Reactant: [NH2:1][C:2]1[CH:7]=[CH:6][CH:5]=[CH:4][C:3]=1[C:8]#[C:9][C:10]1[C:11]([O:20][CH3:21])=[CH:12][C:13]([O:18][CH3:19])=[C:14]([CH:17]=1)[CH:15]=[O:16].[BH4-].[Na+]. Product: [NH2:1][C:2]1[CH:7]=[CH:6][CH:5]=[CH:4][C:3]=1[C:8]#[C:9][C:10]1[C:11]([O:20][CH3:21])=[CH:12][C:13]([O:18][CH3:19])=[C:14]([CH2:15][OH:16])[CH:17]=1. The catalyst class is: 36. (3) Reactant: [CH:1]1([C:4]2[CH:8]=[C:7]([NH:9][C:10]3[C:15]([C:16]#[C:17][Si](C)(C)C)=[CH:14][N:13]=[C:12]([C:22]4[S:26][C:25]([C:27]([OH:30])([CH3:29])[CH3:28])=[CH:24][CH:23]=4)[N:11]=3)[NH:6][N:5]=2)[CH2:3][CH2:2]1.C([O-])([O-])=O.[K+].[K+]. Product: [CH:1]1([C:4]2[NH:5][N:6]=[C:7]([NH:9][C:10]3[C:15]([C:16]#[CH:17])=[CH:14][N:13]=[C:12]([C:22]4[S:26][C:25]([C:27]([OH:30])([CH3:28])[CH3:29])=[CH:24][CH:23]=4)[N:11]=3)[CH:8]=2)[CH2:3][CH2:2]1. The catalyst class is: 5. (4) Reactant: [C:1](OC(C)(CCCC(=O)C1C=CC=CC=1)CCC=C(C)C)(=O)C.COC1C=CC(C(=O)CCCOCCC2C=CC=CC=2)=CC=1.[CH2:46]([O:56][CH2:57][CH2:58][CH2:59][C:60]([C:62]1[CH:67]=[CH:66][C:65](OC)=[CH:64][CH:63]=1)=[O:61])[CH2:47][CH2:48][CH2:49][CH2:50][CH2:51][CH2:52][CH2:53][CH2:54][CH3:55].O(CC(OCCCCC(=O)C1C=CC=CC=1)=O)C1C=CC=CC=1. Product: [CH2:46]([O:56][CH2:57][CH2:58][CH2:59][C:60]([C:62]1[CH:63]=[CH:64][C:65]([CH3:1])=[CH:66][CH:67]=1)=[O:61])[CH2:47][CH2:48][CH2:49][CH2:50][CH2:51][CH2:52][CH2:53][CH2:54][CH3:55]. The catalyst class is: 81. (5) Reactant: [N:1]1([CH:6]2[CH2:10][CH2:9][C:8](=[O:11])[CH2:7]2)[CH:5]=[CH:4][CH:3]=[N:2]1.[BH4-].[Na+].Cl.C([O-])(O)=O.[Na+]. Product: [N:1]1([C@@H:6]2[CH2:10][CH2:9][C@H:8]([OH:11])[CH2:7]2)[CH:5]=[CH:4][CH:3]=[N:2]1. The catalyst class is: 5. (6) Reactant: [Br:1][C:2]1[C:10]2[C:5](=[CH:6][C:7]([N+:12]([O-:14])=[O:13])=[C:8]([CH3:11])[CH:9]=2)[N:4]([C:15]([C:28]2[CH:33]=[CH:32][CH:31]=[CH:30][CH:29]=2)([C:22]2[CH:27]=[CH:26][CH:25]=[CH:24][CH:23]=2)[C:16]2[CH:21]=[CH:20][CH:19]=[CH:18][CH:17]=2)[N:3]=1.[CH2:34]1[C:39](=[O:40])[N:38](Br)[C:36](=[O:37])[CH2:35]1.CC(N=N[C:49]([C:52]#N)([CH3:51])C)(C#N)C.[CH3:54]N(C=O)C. Product: [Br:1][C:2]1[C:10]2[C:5](=[CH:6][C:7]([N+:12]([O-:14])=[O:13])=[C:8]([CH2:11][N:38]3[C:39](=[O:40])[C:34]4[C:35](=[CH:54][CH:52]=[CH:49][CH:51]=4)[C:36]3=[O:37])[CH:9]=2)[N:4]([C:15]([C:28]2[CH:33]=[CH:32][CH:31]=[CH:30][CH:29]=2)([C:22]2[CH:23]=[CH:24][CH:25]=[CH:26][CH:27]=2)[C:16]2[CH:21]=[CH:20][CH:19]=[CH:18][CH:17]=2)[N:3]=1. The catalyst class is: 53. (7) Reactant: Cl[C:2]1[C:11]2=[N:12][N:13](CC3C=CC(OC)=CC=3)[CH:14]=[C:10]2[C:9]2[CH:8]=[C:7]([O:24][CH3:25])[CH:6]=[CH:5][C:4]=2[N:3]=1.[CH:26]([N:29]1[CH2:34][CH2:33][N:32]([C:35]2[CH:41]=[CH:40][C:38]([NH2:39])=[CH:37][CH:36]=2)[CH2:31][CH2:30]1)([CH3:28])[CH3:27].Cl. Product: [CH:26]([N:29]1[CH2:34][CH2:33][N:32]([C:35]2[CH:36]=[CH:37][C:38]([NH:39][C:2]3[C:11]4=[N:12][NH:13][CH:14]=[C:10]4[C:9]4[CH:8]=[C:7]([O:24][CH3:25])[CH:6]=[CH:5][C:4]=4[N:3]=3)=[CH:40][CH:41]=2)[CH2:31][CH2:30]1)([CH3:28])[CH3:27]. The catalyst class is: 71.